From a dataset of Peptide-MHC class II binding affinity with 134,281 pairs from IEDB. Regression. Given a peptide amino acid sequence and an MHC pseudo amino acid sequence, predict their binding affinity value. This is MHC class II binding data. (1) The peptide sequence is MYRELLELVAADVES. The MHC is DRB1_1201 with pseudo-sequence DRB1_1201. The binding affinity (normalized) is 0.509. (2) The peptide sequence is RVYCDPCRAGFETNV. The MHC is HLA-DQA10104-DQB10503 with pseudo-sequence HLA-DQA10104-DQB10503. The binding affinity (normalized) is 0.399. (3) The MHC is HLA-DQA10501-DQB10301 with pseudo-sequence HLA-DQA10501-DQB10301. The binding affinity (normalized) is 0.640. The peptide sequence is ENGEWAIDFCPGVIRRHHG. (4) The peptide sequence is KFGVAKKANVYAVKV. The MHC is DRB1_1501 with pseudo-sequence DRB1_1501. The binding affinity (normalized) is 0.621. (5) The binding affinity (normalized) is 0.610. The MHC is DRB1_1501 with pseudo-sequence DRB1_1501. The peptide sequence is YLAILVKYVDGDGDV. (6) The peptide sequence is GLDVVDAVSNALIKS. The MHC is DRB1_0701 with pseudo-sequence DRB1_0701. The binding affinity (normalized) is 0.606. (7) The peptide sequence is IHIGDSSKVTITDTT. The MHC is DRB3_0101 with pseudo-sequence DRB3_0101. The binding affinity (normalized) is 0.172. (8) The peptide sequence is MKNLVWNDELAYVAQ. The MHC is HLA-DPA10201-DPB10501 with pseudo-sequence HLA-DPA10201-DPB10501. The binding affinity (normalized) is 0.397.